From a dataset of Peptide-MHC class I binding affinity with 185,985 pairs from IEDB/IMGT. Regression. Given a peptide amino acid sequence and an MHC pseudo amino acid sequence, predict their binding affinity value. This is MHC class I binding data. (1) The peptide sequence is APGNYPAL. The MHC is H-2-Db with pseudo-sequence H-2-Db. The binding affinity (normalized) is 0.0759. (2) The peptide sequence is RMYNPTNI. The MHC is Mamu-B08 with pseudo-sequence Mamu-B08. The binding affinity (normalized) is 0.404.